Dataset: Catalyst prediction with 721,799 reactions and 888 catalyst types from USPTO. Task: Predict which catalyst facilitates the given reaction. (1) Reactant: [CH2:1]([O:8][C:9]1[N:18]=[C:17]([C:19]2[CH:20]=[C:21]3[C:25](=[CH:26][CH:27]=2)[N:24]([CH3:28])[CH:23]=[C:22]3[C:29]#[N:30])[C:16]([CH2:31][CH3:32])=[C:15]([O:33][CH2:34][C:35]2[CH:40]=[CH:39][CH:38]=[CH:37][CH:36]=2)[C:10]=1[C:11]([O:13]C)=[O:12])[C:2]1[CH:7]=[CH:6][CH:5]=[CH:4][CH:3]=1.C[Si](C)(C)[O-].[K+]. Product: [CH2:1]([O:8][C:9]1[N:18]=[C:17]([C:19]2[CH:20]=[C:21]3[C:25](=[CH:26][CH:27]=2)[N:24]([CH3:28])[CH:23]=[C:22]3[C:29]#[N:30])[C:16]([CH2:31][CH3:32])=[C:15]([O:33][CH2:34][C:35]2[CH:36]=[CH:37][CH:38]=[CH:39][CH:40]=2)[C:10]=1[C:11]([OH:13])=[O:12])[C:2]1[CH:3]=[CH:4][CH:5]=[CH:6][CH:7]=1. The catalyst class is: 1. (2) Reactant: [NH2:1][C:2]1[CH:10]=[CH:9][C:8]([I:11])=[CH:7][C:3]=1[C:4]([NH2:6])=[O:5].C(N(CC)CC)C.Cl[C:20](=[O:26])[C:21]([O:23][CH2:24][CH3:25])=[O:22].O. Product: [NH2:6][C:4]([C:3]1[CH:7]=[C:8]([I:11])[CH:9]=[CH:10][C:2]=1[NH:1][C:20](=[O:26])[C:21]([O:23][CH2:24][CH3:25])=[O:22])=[O:5]. The catalyst class is: 1. (3) Reactant: [F:1][C:2]([C:5]1[CH:10]=[CH:9][C:8](I)=[CH:7][CH:6]=1)([F:4])[CH3:3].C([Mg]Cl)(C)C.CN([CH:20]=[O:21])C. Product: [F:1][C:2]([C:5]1[CH:10]=[CH:9][C:8]([CH:20]=[O:21])=[CH:7][CH:6]=1)([F:4])[CH3:3]. The catalyst class is: 1. (4) Reactant: [C:1]([O:5][C:6]([CH2:8][N:9]1[CH2:13][CH2:12][CH:11]([C:14]([OH:16])=O)[CH2:10]1)=[O:7])([CH3:4])([CH3:3])[CH3:2].[Li].C1C=CC2N(O)N=NC=2C=1.CCN=C=NCCCN(C)C.Cl.[NH2:40][C:41]1[CH:46]=[CH:45][C:44]([OH:47])=[C:43]([Cl:48])[CH:42]=1. Product: [C:1]([O:5][C:6](=[O:7])[CH2:8][N:9]1[CH2:13][CH2:12][CH:11]([C:14](=[O:16])[NH:40][C:41]2[CH:46]=[CH:45][C:44]([OH:47])=[C:43]([Cl:48])[CH:42]=2)[CH2:10]1)([CH3:2])([CH3:3])[CH3:4]. The catalyst class is: 3. (5) Reactant: [OH:1][C:2]1[CH:3]=[C:4]([CH:7]=[CH:8][CH:9]=1)[C:5]#[N:6].[NH2:10][OH:11]. Product: [OH:11][N:10]=[C:5]([C:4]1[CH:7]=[CH:8][CH:9]=[C:2]([OH:1])[CH:3]=1)[NH2:6]. The catalyst class is: 14. (6) Reactant: [NH2:1][CH:2]1[CH2:7][CH2:6][C:5]([C:8]2[N:13]=[C:12]([C:14]3[O:18][C:17]([C:19]4[CH:24]=[CH:23][C:22]([CH2:25][N:26]([CH3:34])[C:27](=[O:33])[O:28][C:29]([CH3:32])([CH3:31])[CH3:30])=[CH:21][CH:20]=4)=[N:16][N:15]=3)[C:11]([NH:35][C:36]([O:38][C:39]([CH3:42])([CH3:41])[CH3:40])=[O:37])=[N:10][CH:9]=2)=[CH:4][CH2:3]1.CCN(CC)CC.[C:50](Cl)(=[O:53])[CH2:51][CH3:52]. Product: [C:39]([O:38][C:36]([NH:35][C:11]1[C:12]([C:14]2[O:18][C:17]([C:19]3[CH:20]=[CH:21][C:22]([CH2:25][N:26]([CH3:34])[C:27](=[O:33])[O:28][C:29]([CH3:30])([CH3:31])[CH3:32])=[CH:23][CH:24]=3)=[N:16][N:15]=2)=[N:13][C:8]([C:5]2[CH2:6][CH2:7][CH:2]([NH:1][C:50](=[O:53])[CH2:51][CH3:52])[CH2:3][CH:4]=2)=[CH:9][N:10]=1)=[O:37])([CH3:42])([CH3:41])[CH3:40]. The catalyst class is: 2.